Dataset: Full USPTO retrosynthesis dataset with 1.9M reactions from patents (1976-2016). Task: Predict the reactants needed to synthesize the given product. (1) Given the product [F:62][C:53]1[CH:52]=[C:51]([C@H:46]([NH:45][C:14]([C:4]2[C:5]3=[N:10][C:9]([CH3:11])=[C:8]([CH3:12])[C:7](=[O:13])[N:6]3[N:2]([CH3:1])[CH:3]=2)=[O:16])[C:47]([OH:49])([CH3:50])[CH3:48])[CH:56]=[CH:55][C:54]=1[O:57][C:58]([F:61])([F:60])[F:59], predict the reactants needed to synthesize it. The reactants are: [CH3:1][N:2]1[N:6]2[C:7](=[O:13])[C:8]([CH3:12])=[C:9]([CH3:11])[N:10]=[C:5]2[C:4]([C:14]([OH:16])=O)=[CH:3]1.F[P-](F)(F)(F)(F)F.N1(O[P+](N(C)C)(N(C)C)N(C)C)C2C=CC=CC=2N=N1.Cl.[NH2:45][C@@H:46]([C:51]1[CH:56]=[CH:55][C:54]([O:57][C:58]([F:61])([F:60])[F:59])=[C:53]([F:62])[CH:52]=1)[C:47]([CH3:50])([OH:49])[CH3:48].C(=O)([O-])O.[Na+]. (2) The reactants are: FC(F)(F)S(O[C:7]1[CH:12]=[CH:11][C:10]([C@@H:13]2[C@@H:16]([CH2:17][CH2:18][C@@H:19]([C:21]3[CH:26]=[CH:25][C:24]([F:27])=[CH:23][CH:22]=3)[OH:20])[C:15](=[O:28])[N:14]2[C:29]2[CH:34]=[CH:33][C:32]([F:35])=[CH:31][CH:30]=2)=[CH:9][CH:8]=1)(=O)=O.[N+:38]([C:41]1[CH:42]=[C:43](B(O)O)[CH:44]=[CH:45][CH:46]=1)([O-:40])=[O:39].C(O)C.C(=O)([O-])[O-].[K+].[K+]. Given the product [F:35][C:32]1[CH:31]=[CH:30][C:29]([N:14]2[C@H:13]([C:10]3[CH:9]=[CH:8][C:7]([C:45]4[CH:44]=[CH:43][CH:42]=[C:41]([N+:38]([O-:40])=[O:39])[CH:46]=4)=[CH:12][CH:11]=3)[C@@H:16]([CH2:17][CH2:18][C@@H:19]([C:21]3[CH:22]=[CH:23][C:24]([F:27])=[CH:25][CH:26]=3)[OH:20])[C:15]2=[O:28])=[CH:34][CH:33]=1, predict the reactants needed to synthesize it. (3) Given the product [C:9]([C:3]1[CH:4]=[C:5]([Br:8])[CH:6]=[CH:7][C:2]=1[NH:1][S:28]([C:25]1[CH:26]=[CH:27][C:22]([C:21]2[O:17][CH:18]=[N:19][CH:20]=2)=[CH:23][CH:24]=1)(=[O:29])=[O:30])(=[O:10])[C:11]1[CH:12]=[CH:13][CH:14]=[CH:15][CH:16]=1, predict the reactants needed to synthesize it. The reactants are: [NH2:1][C:2]1[CH:7]=[CH:6][C:5]([Br:8])=[CH:4][C:3]=1[C:9]([C:11]1[CH:16]=[CH:15][CH:14]=[CH:13][CH:12]=1)=[O:10].[O:17]1[C:21]([C:22]2[CH:27]=[CH:26][C:25]([S:28](Cl)(=[O:30])=[O:29])=[CH:24][CH:23]=2)=[CH:20][N:19]=[CH:18]1.